This data is from Catalyst prediction with 721,799 reactions and 888 catalyst types from USPTO. The task is: Predict which catalyst facilitates the given reaction. (1) Reactant: Cl[C:2]1[CH:7]=[C:6]([C:8]2[CH:13]=[CH:12][CH:11]=[CH:10][CH:9]=2)[N:5]=[C:4]([NH:14][C:15](=[O:32])[CH2:16][CH2:17][C:18]([C:20]2[CH:25]=[CH:24][C:23]([O:26][CH2:27][CH3:28])=[C:22]([O:29][CH2:30][CH3:31])[CH:21]=2)=[O:19])[CH:3]=1.C1(C2C=CC=CC=2)C=CC=CC=1P(C1CCCCC1)C1CCCCC1.C(=O)([O-])[O-].[K+].[K+].[CH3:64][C:65]1[CH:70]=[C:69](B2OC(C)(C)C(C)(C)O2)[CH:68]=[C:67]([CH3:80])[C:66]=1[OH:81]. Product: [CH2:30]([O:29][C:22]1[CH:21]=[C:20]([C:18](=[O:19])[CH2:17][CH2:16][C:15]([NH:14][C:4]2[CH:3]=[C:2]([C:69]3[CH:68]=[C:67]([CH3:80])[C:66]([OH:81])=[C:65]([CH3:64])[CH:70]=3)[CH:7]=[C:6]([C:8]3[CH:13]=[CH:12][CH:11]=[CH:10][CH:9]=3)[N:5]=2)=[O:32])[CH:25]=[CH:24][C:23]=1[O:26][CH2:27][CH3:28])[CH3:31]. The catalyst class is: 110. (2) Reactant: O[CH2:2][C:3]1[CH:20]=[CH:19][C:6]([CH2:7][N:8]2[CH:13]=[C:12]([C:14]([F:17])([F:16])[F:15])[CH:11]=[CH:10][C:9]2=[O:18])=[CH:5][CH:4]=1.[Cl:21][C:22]1[N:27]=[CH:26][N:25]=[C:24]2[NH:28][N:29]=[CH:30][C:23]=12.C1(P(C2C=CC=CC=2)C2C=CC=CC=2)C=CC=CC=1.N(/C(OC(C)C)=O)=N\C(OC(C)C)=O. Product: [Cl:21][C:22]1[C:23]2[C:24](=[N:28][N:29]([CH2:2][C:3]3[CH:20]=[CH:19][C:6]([CH2:7][N:8]4[CH:13]=[C:12]([C:14]([F:17])([F:16])[F:15])[CH:11]=[CH:10][C:9]4=[O:18])=[CH:5][CH:4]=3)[CH:30]=2)[N:25]=[CH:26][N:27]=1. The catalyst class is: 2.